From a dataset of Catalyst prediction with 721,799 reactions and 888 catalyst types from USPTO. Predict which catalyst facilitates the given reaction. (1) Reactant: [N:1]1([CH2:7][C:8]2[CH:9]=[C:10]([CH:13]=[C:14]3[C:22]4[C:17](=[CH:18][CH:19]=[C:20]([CH2:23][N:24]5[C:28](=[O:29])[CH2:27][S:26][C:25]5=[O:30])[CH:21]=4)[NH:16][C:15]3=[O:31])[NH:11][CH:12]=2)[CH2:6][CH2:5][O:4][CH2:3][CH2:2]1.[CH3:32][S:33]([OH:36])(=[O:35])=[O:34]. Product: [CH3:32][S:33]([OH:36])(=[O:35])=[O:34].[N:1]1([CH2:7][C:8]2[CH:9]=[C:10]([CH:13]=[C:14]3[C:22]4[C:17](=[CH:18][CH:19]=[C:20]([CH2:23][N:24]5[C:28](=[O:29])[CH2:27][S:26][C:25]5=[O:30])[CH:21]=4)[NH:16][C:15]3=[O:31])[NH:11][CH:12]=2)[CH2:6][CH2:5][O:4][CH2:3][CH2:2]1. The catalyst class is: 47. (2) Reactant: [CH2:1]([C@H:8]1[CH2:12][O:11][C:10]([CH3:14])([CH3:13])[N:9]1[C:15](=[O:35])[CH:16]([C:18]1[CH:22]=[CH:21][N:20]([C:23]2[CH:28]=[CH:27][C:26]([C:29]3[CH:34]=[CH:33][CH:32]=[CH:31][CH:30]=3)=[CH:25][CH:24]=2)[CH:19]=1)[OH:17])[C:2]1[CH:7]=[CH:6][CH:5]=[CH:4][CH:3]=1.[C:36](OC(=O)C)(=[O:38])[CH3:37]. Product: [C:36]([O:17][CH:16]([C:18]1[CH:22]=[CH:21][N:20]([C:23]2[CH:24]=[CH:25][C:26]([C:29]3[CH:30]=[CH:31][CH:32]=[CH:33][CH:34]=3)=[CH:27][CH:28]=2)[CH:19]=1)[C:15]([N:9]1[C@@H:8]([CH2:1][C:2]2[CH:7]=[CH:6][CH:5]=[CH:4][CH:3]=2)[CH2:12][O:11][C:10]1([CH3:14])[CH3:13])=[O:35])(=[O:38])[CH3:37]. The catalyst class is: 17. (3) Reactant: [NH:1]1[C:5]([C:6]2[CH:11]=[CH:10][CH:9]=[CH:8][C:7]=2[C:12]2[CH:17]=[CH:16][C:15]([CH2:18][OH:19])=[CH:14][CH:13]=2)=[N:4][N:3]=[N:2]1.C(N(CC)CC)C.Cl. Product: [NH:4]1[C:5]([C:6]2[CH:11]=[CH:10][CH:9]=[CH:8][C:7]=2[C:12]2[CH:17]=[CH:16][C:15]([CH:18]=[O:19])=[CH:14][CH:13]=2)=[N:1][N:2]=[N:3]1. The catalyst class is: 148.